From a dataset of Catalyst prediction with 721,799 reactions and 888 catalyst types from USPTO. Predict which catalyst facilitates the given reaction. (1) Reactant: Cl[C:2]1[C:10]([N+:11]([O-:13])=[O:12])=[CH:9][CH:8]=[CH:7][C:3]=1[C:4]([OH:6])=[O:5].[CH2:14]([CH2:16][NH2:17])[OH:15]. Product: [OH:15][CH2:14][CH2:16][NH:17][C:2]1[C:10]([N+:11]([O-:13])=[O:12])=[CH:9][CH:8]=[CH:7][C:3]=1[C:4]([OH:6])=[O:5]. The catalyst class is: 8. (2) Reactant: [CH3:1][C:2]1[CH:7]=[CH:6][C:5]([S:8](Cl)(=[O:10])=[O:9])=[CH:4][CH:3]=1.O[O:13][CH2:14][C@@H:15]1[CH2:19][CH2:18][CH2:17][N:16]1[C:20]([O:22][C:23]([CH3:26])([CH3:25])[CH3:24])=[O:21]. Product: [CH3:1][C:2]1[CH:7]=[CH:6][C:5]([S:8]([O:13][CH2:14][C@@H:15]2[CH2:19][CH2:18][CH2:17][N:16]2[C:20]([O:22][C:23]([CH3:26])([CH3:25])[CH3:24])=[O:21])(=[O:10])=[O:9])=[CH:4][CH:3]=1. The catalyst class is: 17. (3) Reactant: [Cl:1][C:2]1[C:7]([F:8])=[CH:6][CH:5]=[C:4]([Cl:9])[C:3]=1[CH:10]([O:13][Si:14]([CH3:17])([CH3:16])[CH3:15])[C:11]#N.[H-].C([Al+]CC(C)C)C(C)C.CCCCCC.CO.[C@H](O)(C([O-])=O)[C@@H](O)C([O-])=[O:39].[Na+].[K+]. Product: [Cl:1][C:2]1[C:7]([F:8])=[CH:6][CH:5]=[C:4]([Cl:9])[C:3]=1[CH:10]([O:13][Si:14]([CH3:17])([CH3:16])[CH3:15])[CH:11]=[O:39]. The catalyst class is: 34. (4) Reactant: [C:1]1([S:7]([N:10]2[C:14]3[N:15]=[CH:16][N:17]=[C:18]([N:19]4[CH2:24][CH2:23][CH:22]([NH2:25])[CH2:21][CH2:20]4)[C:13]=3[CH:12]=[C:11]2[C:26]2[CH:27]=[N:28][N:29]([CH3:31])[CH:30]=2)(=[O:9])=[O:8])[CH:6]=[CH:5][CH:4]=[CH:3][CH:2]=1.O1CCCC1.[H-].[Na+].[F:39][C:40]([F:53])([F:52])[O:41][C:42]1[CH:47]=[CH:46][C:45]([S:48](Cl)(=[O:50])=[O:49])=[CH:44][CH:43]=1. Product: [C:1]1([S:7]([N:10]2[C:14]3[N:15]=[CH:16][N:17]=[C:18]([N:19]4[CH2:24][CH2:23][CH:22]([NH:25][S:48]([C:45]5[CH:44]=[CH:43][C:42]([O:41][C:40]([F:39])([F:52])[F:53])=[CH:47][CH:46]=5)(=[O:50])=[O:49])[CH2:21][CH2:20]4)[C:13]=3[CH:12]=[C:11]2[C:26]2[CH:27]=[N:28][N:29]([CH3:31])[CH:30]=2)(=[O:9])=[O:8])[CH:2]=[CH:3][CH:4]=[CH:5][CH:6]=1. The catalyst class is: 6. (5) Reactant: [N:1]1[C:10]2[C:5](=[CH:6][CH:7]=[CH:8][CH:9]=2)[CH:4]=[C:3]([NH:11][C:12](=[O:18])[O:13][C:14]([CH3:17])([CH3:16])[CH3:15])[CH:2]=1.C(O)(=O)C. Product: [NH:1]1[C:10]2[C:5](=[CH:6][CH:7]=[CH:8][CH:9]=2)[CH2:4][CH:3]([NH:11][C:12](=[O:18])[O:13][C:14]([CH3:16])([CH3:15])[CH3:17])[CH2:2]1. The catalyst class is: 5. (6) Reactant: [F:1][C:2]1[CH:7]=[CH:6][C:5]([CH2:8][C:9]2[CH:10]=[C:11]([N+:19]([O-])=O)[C:12]([C:15]([O:17][CH3:18])=[O:16])=[N:13][CH:14]=2)=[CH:4][CH:3]=1.Cl. Product: [NH2:19][C:11]1[C:12]([C:15]([O:17][CH3:18])=[O:16])=[N:13][CH:14]=[C:9]([CH2:8][C:5]2[CH:4]=[CH:3][C:2]([F:1])=[CH:7][CH:6]=2)[CH:10]=1. The catalyst class is: 358.